Dataset: HIV replication inhibition screening data with 41,000+ compounds from the AIDS Antiviral Screen. Task: Binary Classification. Given a drug SMILES string, predict its activity (active/inactive) in a high-throughput screening assay against a specified biological target. (1) The compound is O=C1c2c(nc3ccccc3c2-c2ccccc2)CN1Nc1ccccc1. The result is 0 (inactive). (2) The drug is COC(=O)C1=C(C(=O)Nc2cccnc2Cl)N(c2ccc(OC)cc2[N+](=O)[O-])C(c2ccc(C)cc2)=CC1c1ccc(OC)cc1OC. The result is 0 (inactive).